The task is: Predict the reaction yield, written as a fraction of the theoretical maximum amount of product (1.0 means a 100% yield; for example, 0.34 means a 34% yield).. This data is from Reaction yield outcomes from USPTO patents with 853,638 reactions. (1) The reactants are [CH3:1][CH:2]([CH3:18])[C:3]([NH:5][C:6]1[CH:11]=[CH:10][CH:9]=[C:8]([CH:12]2[CH2:17][CH2:16][NH:15][CH2:14][CH2:13]2)[CH:7]=1)=[O:4].[F:19][C:20]([F:34])([F:33])[C:21]1[CH:22]=[C:23]([CH:26]=[C:27]([C:29]([F:32])([F:31])[F:30])[CH:28]=1)[CH2:24]Br.C(N(C(C)C)CC)(C)C.N. The catalyst is [I-].C([N+](CCCC)(CCCC)CCCC)CCC.C(Cl)(Cl)Cl.O1CCOCC1. The product is [F:19][C:20]([F:33])([F:34])[C:21]1[CH:22]=[C:23]([CH:26]=[C:27]([C:29]([F:32])([F:30])[F:31])[CH:28]=1)[CH2:24][N:15]1[CH2:16][CH2:17][CH:12]([C:8]2[CH:7]=[C:6]([NH:5][C:3](=[O:4])[CH:2]([CH3:18])[CH3:1])[CH:11]=[CH:10][CH:9]=2)[CH2:13][CH2:14]1. The yield is 0.258. (2) The reactants are [OH:1][CH2:2][C:3]#[C:4][CH2:5][NH:6][C:7](=[O:19])[C:8]1[CH:13]=[CH:12][C:11]([S:14][C:15]([F:18])([F:17])[F:16])=[CH:10][CH:9]=1.F[C:21]1[CH:22]=[C:23]([CH:26]=[CH:27][C:28]=1[C:29]([F:32])([F:31])[F:30])[C:24]#[N:25].[Na+].[I-]. The catalyst is C1COCC1. The product is [C:24]([C:23]1[CH:26]=[CH:27][C:28]([C:29]([F:30])([F:31])[F:32])=[C:21]([CH:22]=1)[O:1][CH2:2][C:3]#[C:4][CH2:5][NH:6][C:7](=[O:19])[C:8]1[CH:13]=[CH:12][C:11]([S:14][C:15]([F:16])([F:17])[F:18])=[CH:10][CH:9]=1)#[N:25]. The yield is 0.460. (3) The reactants are [Cl:1][C:2]1[C:3]([OH:10])=[C:4]([CH:7]=[CH:8][CH:9]=1)[CH:5]=O.[CH3:11][C:12](O)=[O:13]. The catalyst is CC(OC(C)=O)=O. The product is [Cl:1][C:2]1[CH:9]=[CH:8][CH:7]=[C:4]2[C:3]=1[O:10][C:12](=[O:13])[CH:11]=[CH:5]2. The yield is 0.880.